This data is from Forward reaction prediction with 1.9M reactions from USPTO patents (1976-2016). The task is: Predict the product of the given reaction. (1) Given the reactants [NH2:1][C:2]1[N:6]([CH:7]2[CH2:12]CC[N:9]([C:13]#[N:14])[CH2:8]2)[NH:5][C:4]([C:18]2[CH:23]=[CH:22][C:21]([O:24][C:25]3[CH:30]=[CH:29][CH:28]=[CH:27][CH:26]=3)=[CH:20][CH:19]=2)(C(N)=O)[CH:3]=1.NC1N(C2CNC2)N=C(C2C=CC(OC3C=CC=CC=3)=CC=2)C=1[C:54]([NH2:56])=[O:55], predict the reaction product. The product is: [NH2:1][C:2]1[N:6]([CH:7]2[CH2:12][N:9]([C:13]#[N:14])[CH2:8]2)[N:5]=[C:4]([C:18]2[CH:23]=[CH:22][C:21]([O:24][C:25]3[CH:30]=[CH:29][CH:28]=[CH:27][CH:26]=3)=[CH:20][CH:19]=2)[C:3]=1[C:54]([NH2:56])=[O:55]. (2) Given the reactants [NH2:1][C:2]1[C:10]2[C:5](=[N:6][C:7]([C:11]3[CH:16]=[CH:15][C:14]([Cl:17])=[CH:13][CH:12]=3)=[CH:8][CH:9]=2)[S:4][C:3]=1[C:18]([NH:20][C:21]1[CH:26]=[CH:25][C:24]([S:27]([O:30]C2C=CC(C)=CC=2)(=[O:29])=[O:28])=[CH:23][CH:22]=1)=[O:19].[OH-].[Na+], predict the reaction product. The product is: [NH2:1][C:2]1[C:10]2[C:5](=[N:6][C:7]([C:11]3[CH:12]=[CH:13][C:14]([Cl:17])=[CH:15][CH:16]=3)=[CH:8][CH:9]=2)[S:4][C:3]=1[C:18]([NH:20][C:21]1[CH:26]=[CH:25][C:24]([S:27]([OH:30])(=[O:28])=[O:29])=[CH:23][CH:22]=1)=[O:19].